This data is from Forward reaction prediction with 1.9M reactions from USPTO patents (1976-2016). The task is: Predict the product of the given reaction. Given the reactants [NH2:1][N:2]1[CH2:7][CH2:6][N:5]([CH3:8])[CH2:4][CH2:3]1.ClC1C=CC([CH:16]([C:46]2[CH:51]=[CH:50][C:49]([Cl:52])=[CH:48][CH:47]=2)[N:17]2[CH2:20][C:19](=[C:21]([S:42]([CH3:45])(=[O:44])=[O:43])[C:22]3[CH:27]=[CH:26][CH:25]=[C:24](C(OC4C(F)=C(F)C(F)=C(F)C=4F)=O)[CH:23]=3)[CH2:18]2)=CC=1.[C:53](OCC)(=[O:55])C, predict the reaction product. The product is: [Cl:52][C:49]1[CH:48]=[CH:47][C:46]([CH2:16][N:17]2[CH2:18][C:19](=[C:21]([S:42]([CH3:45])(=[O:43])=[O:44])[C:22]3[CH:27]=[CH:26][CH:25]=[CH:24][C:23]=3[C:53](=[O:55])[NH:1][N:2]3[CH2:7][CH2:6][N:5]([CH3:8])[CH2:4][CH2:3]3)[CH2:20]2)=[CH:51][CH:50]=1.